Dataset: Forward reaction prediction with 1.9M reactions from USPTO patents (1976-2016). Task: Predict the product of the given reaction. (1) Given the reactants [CH3:1][N:2]1[CH:7]([CH3:8])[CH2:6][N:5]2[N:9]=[C:10]([N+:12]([O-])=O)[CH:11]=[C:4]2[CH2:3]1.[H][H], predict the reaction product. The product is: [CH3:1][N:2]1[CH:7]([CH3:8])[CH2:6][N:5]2[N:9]=[C:10]([NH2:12])[CH:11]=[C:4]2[CH2:3]1. (2) Given the reactants C([O:4][C@@H:5]1[C@@H:10]([O:11]C(=O)C)[C@H:9]([C:15]2[CH:20]=[CH:19][C:18]([CH:21]3[CH2:23][CH2:22]3)=[C:17]([CH2:24][C:25]3[CH:34]=[CH:33][C:28]4[O:29][CH2:30][CH2:31][O:32][C:27]=4[CH:26]=3)[CH:16]=2)[O:8][CH:7]([S:35][CH3:36])[C@H:6]1[O:37]C(=O)C)(=O)C.[OH-].[Li+], predict the reaction product. The product is: [CH:21]1([C:18]2[CH:19]=[CH:20][C:15]([C@H:9]3[C@H:10]([OH:11])[C@@H:5]([OH:4])[C@H:6]([OH:37])[CH:7]([S:35][CH3:36])[O:8]3)=[CH:16][C:17]=2[CH2:24][C:25]2[CH:34]=[CH:33][C:28]3[O:29][CH2:30][CH2:31][O:32][C:27]=3[CH:26]=2)[CH2:23][CH2:22]1.